This data is from Peptide-MHC class I binding affinity with 185,985 pairs from IEDB/IMGT. The task is: Regression. Given a peptide amino acid sequence and an MHC pseudo amino acid sequence, predict their binding affinity value. This is MHC class I binding data. (1) The peptide sequence is ATPQDLNTM. The MHC is HLA-A31:01 with pseudo-sequence HLA-A31:01. The binding affinity (normalized) is 0.0847. (2) The peptide sequence is VSRLFWYGY. The MHC is HLA-A29:02 with pseudo-sequence HLA-A29:02. The binding affinity (normalized) is 0.600.